This data is from Peptide-MHC class II binding affinity with 134,281 pairs from IEDB. The task is: Regression. Given a peptide amino acid sequence and an MHC pseudo amino acid sequence, predict their binding affinity value. This is MHC class II binding data. (1) The peptide sequence is FPGGKCSGITVSSTY. The MHC is DRB1_0901 with pseudo-sequence DRB1_0901. The binding affinity (normalized) is 0.154. (2) The peptide sequence is RLKGKSCDDWLGGSV. The MHC is DRB1_0901 with pseudo-sequence DRB1_0901. The binding affinity (normalized) is 0.337. (3) The peptide sequence is VRKTIPDVIELAYQK. The MHC is DRB4_0101 with pseudo-sequence DRB4_0103. The binding affinity (normalized) is 0.642. (4) The MHC is DRB1_0405 with pseudo-sequence DRB1_0405. The peptide sequence is INFFLIAFAVYFLVV. The binding affinity (normalized) is 0.125. (5) The peptide sequence is AAATAGTTNYGAFAA. The MHC is HLA-DPA10103-DPB10601 with pseudo-sequence HLA-DPA10103-DPB10601. The binding affinity (normalized) is 0. (6) The peptide sequence is IDGNCDGRGKSTRST. The MHC is DRB1_0404 with pseudo-sequence DRB1_0404. The binding affinity (normalized) is 0. (7) The peptide sequence is KKTFDHTLMSIVSSL. The MHC is DRB1_1101 with pseudo-sequence DRB1_1101. The binding affinity (normalized) is 0.780.